Dataset: Retrosynthesis with 50K atom-mapped reactions and 10 reaction types from USPTO. Task: Predict the reactants needed to synthesize the given product. (1) Given the product CCOC(=O)CCNC(=O)c1ccc(NC(c2oc3cccnc3c2C)C2CCCCC2)cc1, predict the reactants needed to synthesize it. The reactants are: CCOC(=O)CCN.Cc1c(C(Nc2ccc(C(=O)O)cc2)C2CCCCC2)oc2cccnc12. (2) Given the product Cc1cc(NC(=O)OC(C)(C)C)nc(C)c1C#N, predict the reactants needed to synthesize it. The reactants are: CC(C)(C)OC(=O)OC(=O)OC(C)(C)C.Cc1cc(N)nc(C)c1C#N. (3) Given the product Cc1cc(OS(=O)(=O)c2ccnn2C)cc2c1C(CC(=O)O)OB2O, predict the reactants needed to synthesize it. The reactants are: CCOC(=O)CC1OB(O)c2cc(OS(=O)(=O)c3ccnn3C)cc(C)c21. (4) Given the product COc1c(C#N)ccc2c1c(/C=C/c1cccnc1)nn2C(c1ccccc1)(c1ccccc1)c1ccccc1, predict the reactants needed to synthesize it. The reactants are: Brc1cccnc1.C=Cc1nn(C(c2ccccc2)(c2ccccc2)c2ccccc2)c2ccc(C#N)c(OC)c12. (5) Given the product COc1cc(OC)cc(C(=O)c2ccc3c(c2)OCCO3)c1, predict the reactants needed to synthesize it. The reactants are: COc1cc(OC)cc(C(O)c2ccc3c(c2)OCCO3)c1.